Dataset: TCR-epitope binding with 47,182 pairs between 192 epitopes and 23,139 TCRs. Task: Binary Classification. Given a T-cell receptor sequence (or CDR3 region) and an epitope sequence, predict whether binding occurs between them. (1) The epitope is YFPLQSYGF. The TCR CDR3 sequence is CASAGTDTQYF. Result: 1 (the TCR binds to the epitope). (2) The epitope is FLPRVFSAV. The TCR CDR3 sequence is CASSYLQGAEADTQYF. Result: 1 (the TCR binds to the epitope). (3) The epitope is QVPLRPMTYK. The TCR CDR3 sequence is CASSALASGGRDTQYF. Result: 0 (the TCR does not bind to the epitope). (4) The TCR CDR3 sequence is CSVETGTEAFF. Result: 1 (the TCR binds to the epitope). The epitope is SSNVANYQK. (5) The epitope is FIAGLIAIV. The TCR CDR3 sequence is CASSPDYSTDTQYF. Result: 0 (the TCR does not bind to the epitope). (6) The epitope is TLIGDCATV. The TCR CDR3 sequence is CASREGEQYF. Result: 1 (the TCR binds to the epitope). (7) The epitope is KAFSPEVIPMF. The TCR CDR3 sequence is CASSSLVNTGELFF. Result: 1 (the TCR binds to the epitope).